This data is from NCI-60 drug combinations with 297,098 pairs across 59 cell lines. The task is: Regression. Given two drug SMILES strings and cell line genomic features, predict the synergy score measuring deviation from expected non-interaction effect. (1) Drug 1: CC1=C(C=C(C=C1)C(=O)NC2=CC(=CC(=C2)C(F)(F)F)N3C=C(N=C3)C)NC4=NC=CC(=N4)C5=CN=CC=C5. Drug 2: B(C(CC(C)C)NC(=O)C(CC1=CC=CC=C1)NC(=O)C2=NC=CN=C2)(O)O. Cell line: HT29. Synergy scores: CSS=23.4, Synergy_ZIP=0.452, Synergy_Bliss=-2.16, Synergy_Loewe=-49.7, Synergy_HSA=-4.79. (2) Drug 1: CCC1=C2CN3C(=CC4=C(C3=O)COC(=O)C4(CC)O)C2=NC5=C1C=C(C=C5)O. Drug 2: CCN(CC)CCNC(=O)C1=C(NC(=C1C)C=C2C3=C(C=CC(=C3)F)NC2=O)C. Cell line: UACC62. Synergy scores: CSS=25.1, Synergy_ZIP=-3.34, Synergy_Bliss=-2.21, Synergy_Loewe=-19.5, Synergy_HSA=-1.77.